Regression. Given a peptide amino acid sequence and an MHC pseudo amino acid sequence, predict their binding affinity value. This is MHC class I binding data. From a dataset of Peptide-MHC class I binding affinity with 185,985 pairs from IEDB/IMGT. (1) The peptide sequence is EARGKEKLL. The MHC is HLA-B27:05 with pseudo-sequence HLA-B27:05. The binding affinity (normalized) is 0.0847. (2) The peptide sequence is RQVVDFFKF. The MHC is HLA-B15:03 with pseudo-sequence HLA-B15:03. The binding affinity (normalized) is 1.00.